The task is: Predict which catalyst facilitates the given reaction.. This data is from Catalyst prediction with 721,799 reactions and 888 catalyst types from USPTO. (1) Reactant: C(=O)([O-])[O-].[Cs+].[Cs+].[I:7][C:8]1[CH:17]=[CH:16][C:11]([C:12]([O:14][CH3:15])=[O:13])=[C:10]([OH:18])[CH:9]=1.[CH2:19](Br)[CH2:20][C:21]1[CH:26]=[CH:25][CH:24]=[CH:23][CH:22]=1.Cl. Product: [I:7][C:8]1[CH:17]=[CH:16][C:11]([C:12]([O:14][CH3:15])=[O:13])=[C:10]([O:18][CH2:19][CH2:20][C:21]2[CH:26]=[CH:25][CH:24]=[CH:23][CH:22]=2)[CH:9]=1. The catalyst class is: 3. (2) Reactant: [C:1]([O:5][C:6]([NH:8][C@H:9]1[C@@H:13]([CH3:14])[CH2:12][N:11]([C:15]2[C:20]([F:21])=[CH:19][C:18]([C:22](=[O:29])[CH2:23][C:24]([O:26][CH2:27][CH3:28])=[O:25])=[C:17](F)[C:16]=2C)[CH2:10]1)=[O:7])([CH3:4])([CH3:3])[CH3:2].CO[CH:34](OC)[N:35]([CH3:37])C.[CH:40]1(N)C[CH2:41]1.[H-].[Na+].[Cl-].[NH4+]. Product: [C:1]([O:5][C:6]([NH:8][C@H:9]1[C@@H:13]([CH3:14])[CH2:12][N:11]([C:15]2[CH:16]=[C:17]3[C:18]([C:22](=[O:29])[C:23]([C:24]([O:26][CH2:27][CH3:28])=[O:25])=[CH:37][N:35]3[CH:34]3[CH2:41][CH2:40]3)=[CH:19][C:20]=2[F:21])[CH2:10]1)=[O:7])([CH3:3])([CH3:4])[CH3:2]. The catalyst class is: 48. (3) Reactant: CC1C=CC(S(O[CH2:12][C@@H:13]2[O:18][C:17]3[CH:19]=[C:20]([S:23]([CH3:26])(=[O:25])=[O:24])[CH:21]=[CH:22][C:16]=3[O:15][CH2:14]2)(=O)=O)=CC=1.[CH2:27]([NH2:30])[CH2:28][CH3:29]. The catalyst class is: 10. Product: [CH3:26][S:23]([C:20]1[CH:21]=[CH:22][C:16]2[O:15][CH2:14][C@H:13]([CH2:12][NH:30][CH2:27][CH2:28][CH3:29])[O:18][C:17]=2[CH:19]=1)(=[O:24])=[O:25]. (4) Reactant: C([N:8]1[CH2:13][CH2:12][O:11][C@H:10]([CH2:14][C:15]2[CH:20]=[CH:19][C:18]([OH:21])=[C:17]([Cl:22])[CH:16]=2)[CH2:9]1)(OC(C)(C)C)=O.C(=O)([O-])[O-].[K+].[K+].[CH2:29](Br)[C:30]#[CH:31].C1(S)C=CC=CC=1.C(=O)([O-])[O-].C(N(C(C)C)CC)(C)C. Product: [Cl:22][C:17]1[CH:16]=[C:15]([CH:20]=[CH:19][C:18]=1[O:21][CH2:31][C:30]#[CH:29])[CH2:14][C@H:10]1[O:11][CH2:12][CH2:13][NH:8][CH2:9]1. The catalyst class is: 21. (5) Reactant: [NH2:1][CH2:2][C:3]([C:6]1[CH:11]=[CH:10][C:9]([NH:12][C:13](=[O:24])[C:14]2[CH:19]=[CH:18][C:17]([O:20][CH3:21])=[C:16]([O:22][CH3:23])[CH:15]=2)=[CH:8][C:7]=1[CH3:25])([CH3:5])[CH3:4].[CH3:26][N:27]1[C:35]2[C:30](=[CH:31][CH:32]=[CH:33][CH:34]=2)[C:29]([C:36](O)=[O:37])=[N:28]1.C1C=CC2N(O)N=NC=2C=1.C(Cl)CCl. Product: [CH3:23][O:22][C:16]1[CH:15]=[C:14]([CH:19]=[CH:18][C:17]=1[O:20][CH3:21])[C:13]([NH:12][C:9]1[CH:10]=[CH:11][C:6]([C:3]([CH3:5])([CH3:4])[CH2:2][NH:1][C:36]([C:29]2[C:30]3[C:35](=[CH:34][CH:33]=[CH:32][CH:31]=3)[N:27]([CH3:26])[N:28]=2)=[O:37])=[C:7]([CH3:25])[CH:8]=1)=[O:24]. The catalyst class is: 2. (6) Reactant: Cl.[CH3:2][C@H:3]1[NH:8][CH2:7][C@H:6]([CH2:9][OH:10])[CH2:5][CH2:4]1.[C:11](Cl)([O:13][CH2:14][C:15]1[CH:20]=[CH:19][CH:18]=[CH:17][CH:16]=1)=[O:12].C([O-])(O)=O.[Na+].O. Product: [OH:10][CH2:9][C@H:6]1[CH2:7][N:8]([C:11]([O:13][CH2:14][C:15]2[CH:20]=[CH:19][CH:18]=[CH:17][CH:16]=2)=[O:12])[C@@H:3]([CH3:2])[CH2:4][CH2:5]1. The catalyst class is: 1. (7) Reactant: [Br:1][C:2]1[CH:21]=[CH:20][C:19]([F:22])=[CH:18][C:3]=1[O:4][CH:5]1[CH2:10][CH2:9][N:8]([C:11]2[CH:15]=[C:14]([C:16]#[N:17])[O:13][N:12]=2)[CH2:7][CH2:6]1.Cl.[NH+]1C=CC=CC=1.[N-:30]=[N+:31]=[N-:32].[Na+].Cl. Product: [Br:1][C:2]1[CH:21]=[CH:20][C:19]([F:22])=[CH:18][C:3]=1[O:4][CH:5]1[CH2:10][CH2:9][N:8]([C:11]2[CH:15]=[C:14]([C:16]3[NH:32][N:31]=[N:30][N:17]=3)[O:13][N:12]=2)[CH2:7][CH2:6]1. The catalyst class is: 179.